This data is from NCI-60 drug combinations with 297,098 pairs across 59 cell lines. The task is: Regression. Given two drug SMILES strings and cell line genomic features, predict the synergy score measuring deviation from expected non-interaction effect. (1) Drug 1: C1=CC(=CC=C1CCCC(=O)O)N(CCCl)CCCl. Drug 2: C1=NNC2=C1C(=O)NC=N2. Cell line: SK-MEL-2. Synergy scores: CSS=-2.13, Synergy_ZIP=-0.986, Synergy_Bliss=2.94, Synergy_Loewe=-9.54, Synergy_HSA=-1.73. (2) Drug 1: C1CN1C2=NC(=NC(=N2)N3CC3)N4CC4. Drug 2: C1=NC2=C(N1)C(=S)N=C(N2)N. Cell line: 786-0. Synergy scores: CSS=38.1, Synergy_ZIP=-2.07, Synergy_Bliss=-0.911, Synergy_Loewe=-10.2, Synergy_HSA=0.493. (3) Drug 1: CCC1(CC2CC(C3=C(CCN(C2)C1)C4=CC=CC=C4N3)(C5=C(C=C6C(=C5)C78CCN9C7C(C=CC9)(C(C(C8N6C)(C(=O)OC)O)OC(=O)C)CC)OC)C(=O)OC)O.OS(=O)(=O)O. Drug 2: C1CCC(C(C1)N)N.C(=O)(C(=O)[O-])[O-].[Pt+4]. Cell line: 786-0. Synergy scores: CSS=22.1, Synergy_ZIP=0.185, Synergy_Bliss=6.76, Synergy_Loewe=5.18, Synergy_HSA=5.50. (4) Drug 1: CC1C(C(CC(O1)OC2CC(CC3=C2C(=C4C(=C3O)C(=O)C5=C(C4=O)C(=CC=C5)OC)O)(C(=O)CO)O)N)O.Cl. Drug 2: CN(C)C1=NC(=NC(=N1)N(C)C)N(C)C. Cell line: DU-145. Synergy scores: CSS=-0.722, Synergy_ZIP=-3.57, Synergy_Bliss=-4.15, Synergy_Loewe=-3.87, Synergy_HSA=-4.52. (5) Drug 1: C1CCC(C1)C(CC#N)N2C=C(C=N2)C3=C4C=CNC4=NC=N3. Drug 2: C#CCC(CC1=CN=C2C(=N1)C(=NC(=N2)N)N)C3=CC=C(C=C3)C(=O)NC(CCC(=O)O)C(=O)O. Cell line: OVCAR-8. Synergy scores: CSS=1.66, Synergy_ZIP=2.23, Synergy_Bliss=2.92, Synergy_Loewe=1.61, Synergy_HSA=0.964.